Task: Predict the reactants needed to synthesize the given product.. Dataset: Full USPTO retrosynthesis dataset with 1.9M reactions from patents (1976-2016) (1) The reactants are: [NH2:1][C:2]1[C:7]([CH3:8])=[CH:6][C:5]([CH:9]([CH:11]2[CH2:13][CH2:12]2)O)=[CH:4][C:3]=1[CH3:14].FC(F)(F)C(O)=O.C([SiH](CC)CC)C.[Cl:29]CCl. Given the product [ClH:29].[CH:11]1([CH2:9][C:5]2[CH:4]=[C:3]([CH3:14])[C:2]([NH2:1])=[C:7]([CH3:8])[CH:6]=2)[CH2:12][CH2:13]1, predict the reactants needed to synthesize it. (2) Given the product [OH:150][CH:151]1[O:170][C@H:169]([CH2:171][OH:172])[C@@H:156]([O:157][C@@H:158]2[O:166][C@H:165]([CH2:167][OH:168])[C@H:163]([OH:164])[C@H:161]([OH:162])[C@H:159]2[OH:160])[C@H:154]([OH:155])[C@H:152]1[OH:153], predict the reactants needed to synthesize it. The reactants are: CC[C@@H](C(C)C)CC[C@H]([C@@H]1[C@@]2(C)CC[C@@H]3[C@@]4(C)CC[C@H](O)CC4=CC[C@H]3[C@@H]2CC1)C.C[C@@H]([C@@H]1[C@@]2(C)CC[C@@H]3[C@@]4(C)CC[C@H](O)CC4=CC[C@H]3[C@@H]2CC1)CC[C@H](C(C)C)C.CC[C@@H](C(C)C)/C=C/[C@H]([C@@H]1[C@@]2(C)CC[C@@H]3[C@@]4(C)CC[C@H](O)CC4=CC[C@H]3[C@@H]2CC1)C.C[C@@H]([C@@H]1[C@@]2(C)CC[C@@H]3[C@@]4(C)CC[C@H](O)CC4=CC[C@H]3[C@@H]2CC1)/C=C/[C@@H](C(C)C)C.CCC(C(C)C)CCC(C1C2(C)CCC3C4(C)CCC(O)CC4CCC3C2CC1)C.O.[OH:150][CH:151]1[O:170][C@H:169]([CH2:171][OH:172])[C@@H:156]([O:157][C@@H:158]2[O:166][C@H:165]([CH2:167][OH:168])[C@H:163]([OH:164])[C@H:161]([OH:162])[C@H:159]2[OH:160])[C@H:154]([OH:155])[C@H:152]1[OH:153]. (3) Given the product [CH3:1][O:2][C:3](=[O:11])[C:4]1[CH:9]=[CH:8][CH:7]=[C:6]([S:10][C:15]([F:14])([C:20]([F:23])([F:22])[F:21])[C:16]([F:19])([F:18])[F:17])[CH:5]=1, predict the reactants needed to synthesize it. The reactants are: [CH3:1][O:2][C:3](=[O:11])[C:4]1[CH:9]=[CH:8][CH:7]=[C:6]([SH:10])[CH:5]=1.[H-].[Na+].[F:14][C:15](I)([C:20]([F:23])([F:22])[F:21])[C:16]([F:19])([F:18])[F:17]. (4) Given the product [Cl:1][C:2]1[CH:3]=[CH:4][C:5]([O:17][CH3:18])=[C:6]([CH:16]=1)[C:7](/[N:9]=[C:10]1\[S:11][C:12]([CH3:15])=[CH:13][N:14]\1[CH2:22][C:23]1[O:24][CH:25]=[CH:26][CH:27]=1)=[O:8], predict the reactants needed to synthesize it. The reactants are: [Cl:1][C:2]1[CH:3]=[CH:4][C:5]([O:17][CH3:18])=[C:6]([CH:16]=1)[C:7]([NH:9][C:10]1[S:11][C:12]([CH3:15])=[CH:13][N:14]=1)=[O:8].[H-].[Na+].Cl[CH2:22][C:23]1[O:24][CH:25]=[CH:26][CH:27]=1. (5) Given the product [Cl:28][C:29]1[CH:30]=[C:31]([CH:34]=[CH:35][CH:36]=1)[CH2:32][NH:33][C:2]1[CH:3]=[CH:4][C:5]([CH2:8][C:9]2[C:17]3[C:12](=[N:13][CH:14]=[CH:15][CH:16]=3)[NH:11][CH:10]=2)=[CH:6][N:7]=1, predict the reactants needed to synthesize it. The reactants are: Br[C:2]1[N:7]=[CH:6][C:5]([CH2:8][C:9]2[C:17]3[C:12](=[N:13][CH:14]=[CH:15][CH:16]=3)[N:11]([Si](C(C)C)(C(C)C)C(C)C)[CH:10]=2)=[CH:4][CH:3]=1.[Cl:28][C:29]1[CH:30]=[C:31]([CH:34]=[CH:35][CH:36]=1)[CH2:32][NH2:33].C1(P(C2C=CC=CC=2)C2C3OC4C(=CC=CC=4P(C4C=CC=CC=4)C4C=CC=CC=4)C(C)(C)C=3C=CC=2)C=CC=CC=1.CC(C)([O-])C.[Na+].